This data is from Catalyst prediction with 721,799 reactions and 888 catalyst types from USPTO. The task is: Predict which catalyst facilitates the given reaction. (1) Reactant: [C:1]([O:5][C:6]([N:8]1[CH:13]([C:14]2[O:18][N:17]=[C:16]([C:19]3[CH:24]=[CH:23][CH:22]=[C:21]([Cl:25])[CH:20]=3)[N:15]=2)[C:12](OC)=[N:11][CH2:10][CH2:9]1)=[O:7])([CH3:4])([CH3:3])[CH3:2].[CH3:28][O:29][C:30]1[CH:39]=[CH:38][C:33]([C:34]([NH:36][NH2:37])=O)=[CH:32][CH:31]=1. Product: [C:1]([O:5][C:6]([N:8]1[CH2:9][CH2:10][N:11]2[C:34]([C:33]3[CH:38]=[CH:39][C:30]([O:29][CH3:28])=[CH:31][CH:32]=3)=[N:36][N:37]=[C:12]2[CH:13]1[C:14]1[O:18][N:17]=[C:16]([C:19]2[CH:24]=[CH:23][CH:22]=[C:21]([Cl:25])[CH:20]=2)[N:15]=1)=[O:7])([CH3:2])([CH3:3])[CH3:4]. The catalyst class is: 125. (2) Reactant: [C:1]([CH2:5][C:6]([O:8][CH2:9][CH3:10])=[O:7])(=[O:4])[CH2:2][CH3:3].OCC[C:14]#[N:15]. Product: [C:1]([CH2:5][C:6]([O:8][CH2:9][CH2:10][C:14]#[N:15])=[O:7])(=[O:4])[CH2:2][CH3:3]. The catalyst class is: 8. (3) Reactant: [Cl:1][C:2]1[NH:3][C:4]2[CH:10]=[CH:9][CH:8]=[CH:7][C:5]=2[N:6]=1.C(=O)([O-])[O-].[K+].[K+].[CH2:17](Br)[CH:18]=[CH2:19]. Product: [CH2:19]([N:3]1[C:4]2[CH:10]=[CH:9][CH:8]=[CH:7][C:5]=2[N:6]=[C:2]1[Cl:1])[CH:18]=[CH2:17]. The catalyst class is: 18. (4) Reactant: [C:1]1([S:11]([C:14]2[C:22]3[C:17](=[CH:18][CH:19]=[C:20]([N:23]4[CH2:28][CH2:27][N:26](C(OCC5C=CC=CC=5)=O)[CH2:25][CH2:24]4)[CH:21]=3)[NH:16][N:15]=2)(=[O:13])=[O:12])[C:10]2[C:5](=[CH:6][CH:7]=[CH:8][CH:9]=2)[CH:4]=[CH:3][CH:2]=1.Br.CCOCC. Product: [C:1]1([S:11]([C:14]2[C:22]3[C:17](=[CH:18][CH:19]=[C:20]([N:23]4[CH2:24][CH2:25][NH:26][CH2:27][CH2:28]4)[CH:21]=3)[NH:16][N:15]=2)(=[O:12])=[O:13])[C:10]2[C:5](=[CH:6][CH:7]=[CH:8][CH:9]=2)[CH:4]=[CH:3][CH:2]=1. The catalyst class is: 52. (5) Reactant: [NH2:1][C:2]1[CH:3]=[C:4]([NH:10][C:11](=[O:26])/[CH:12]=[CH:13]/[C:14]2[C:19]([O:20][CH3:21])=[CH:18][C:17]([O:22][CH3:23])=[CH:16][C:15]=2[O:24][CH3:25])[CH:5]=[CH:6][C:7]=1[O:8][CH3:9].[H][H]. Product: [NH2:1][C:2]1[CH:3]=[C:4]([NH:10][C:11](=[O:26])[CH2:12][CH2:13][C:14]2[C:19]([O:20][CH3:21])=[CH:18][C:17]([O:22][CH3:23])=[CH:16][C:15]=2[O:24][CH3:25])[CH:5]=[CH:6][C:7]=1[O:8][CH3:9]. The catalyst class is: 19.